This data is from Forward reaction prediction with 1.9M reactions from USPTO patents (1976-2016). The task is: Predict the product of the given reaction. (1) Given the reactants [C:1]1([CH:7]([C:13]2[C:18](=[O:19])[C:17]([CH3:20])=[C:16]([CH3:21])[C:15](=[O:22])[C:14]=2[CH3:23])[CH2:8][CH2:9][C:10]([OH:12])=[O:11])[CH:6]=[CH:5][CH:4]=[CH:3][CH:2]=1.[N+:24]([O:27][CH2:28][CH2:29][CH2:30][CH2:31][CH2:32][CH2:33]O)([O-:26])=[O:25].C(N=C=NCCCN(C)C)C, predict the reaction product. The product is: [C:1]1([CH:7]([C:13]2[C:18](=[O:19])[C:17]([CH3:20])=[C:16]([CH3:21])[C:15](=[O:22])[C:14]=2[CH3:23])[CH2:8][CH2:9][C:10]([O:12][CH2:33][CH2:32][CH2:31][CH2:30][CH2:29][CH2:28][O:27][N+:24]([O-:26])=[O:25])=[O:11])[CH:6]=[CH:5][CH:4]=[CH:3][CH:2]=1. (2) Given the reactants [NH2:1][CH:2]([CH2:6][C:7]1[CH:12]=[CH:11][C:10]([Cl:13])=[CH:9][C:8]=1[N+:14]([O-])=O)[C:3](O)=[O:4], predict the reaction product. The product is: [NH2:1][CH:2]1[CH2:6][C:7]2[C:8](=[CH:9][C:10]([Cl:13])=[CH:11][CH:12]=2)[NH:14][C:3]1=[O:4]. (3) Given the reactants Br[C:2]1[CH:3]=[C:4]([B:9]2[O:16][C:15](=[O:17])[CH2:14][N:13]([CH3:18])[CH2:12][C:11](=[O:19])[O:10]2)[C:5]([F:8])=[N:6][CH:7]=1.[Cl-].[C:21]([O:25][C:26](=[O:29])[CH2:27][Zn+])([CH3:24])([CH3:23])[CH3:22].CCOCC, predict the reaction product. The product is: [F:8][C:5]1[N:6]=[CH:7][C:2]([CH2:27][C:26]([O:25][C:21]([CH3:24])([CH3:23])[CH3:22])=[O:29])=[CH:3][C:4]=1[B:9]1[O:16][C:15](=[O:17])[CH2:14][N:13]([CH3:18])[CH2:12][C:11](=[O:19])[O:10]1.